Predict the product of the given reaction. From a dataset of Forward reaction prediction with 1.9M reactions from USPTO patents (1976-2016). (1) Given the reactants [CH3:1][C:2]1[C:17]([CH2:18][CH2:19][CH3:20])=[CH:16][C:5]([NH:6][CH2:7][CH2:8][CH2:9][C:10]2[CH:15]=[CH:14][CH:13]=[CH:12][CH:11]=2)=[C:4]([N+:21]([O-])=O)[CH:3]=1.N#N, predict the reaction product. The product is: [CH3:1][C:2]1[CH:3]=[C:4]([NH2:21])[C:5]([NH:6][CH2:7][CH2:8][CH2:9][C:10]2[CH:15]=[CH:14][CH:13]=[CH:12][CH:11]=2)=[CH:16][C:17]=1[CH2:18][CH2:19][CH3:20]. (2) Given the reactants [CH3:1][C:2]([CH2:16][CH2:17][CH2:18][CH:19]([CH3:31])[CH2:20][CH2:21][CH2:22][CH:23]([CH3:30])[CH2:24][CH2:25][CH2:26][CH:27]([CH3:29])[CH3:28])=[CH:3][CH2:4][CH2:5][C:6]([O:8][CH2:9][C@@H:10]([C@@H:12]([CH2:14][OH:15])[OH:13])[OH:11])=[O:7], predict the reaction product. The product is: [CH3:1][C:2]([CH2:16][CH2:17][CH2:18][CH:19]([CH3:31])[CH2:20][CH2:21][CH2:22][CH:23]([CH3:30])[CH2:24][CH2:25][CH2:26][CH:27]([CH3:29])[CH3:28])=[CH:3][CH2:4][CH2:5][C:6]([O:8][CH2:9][C@@H:10]([C@@H:12]([CH2:14][OH:15])[OH:13])[OH:11])=[O:7].[OH2:7]. (3) Given the reactants [Cl:1][C:2]1[C:3](B2OC(C)(C)C(C)(C)O2)=[CH:4][C:5]([S:14]([N:17]2[C:26]3[C:21](=[CH:22][CH:23]=[CH:24][CH:25]=3)[C:20]([CH3:28])([CH3:27])[CH2:19][CH2:18]2)(=[O:16])=[O:15])=[C:6]([CH:13]=1)[O:7][CH2:8][CH2:9][CH2:10][CH2:11][OH:12].Br[C:39]1[C:44]([C:45]#[N:46])=[CH:43][C:42]([C:47]([F:50])([F:49])[F:48])=[N:41][CH:40]=1.C([O-])([O-])=O.[Na+].[Na+], predict the reaction product. The product is: [Cl:1][C:2]1[CH:13]=[C:6]([O:7][CH2:8][CH2:9][CH2:10][CH2:11][OH:12])[C:5]([S:14]([N:17]2[C:26]3[C:21](=[CH:22][CH:23]=[CH:24][CH:25]=3)[C:20]([CH3:27])([CH3:28])[CH2:19][CH2:18]2)(=[O:15])=[O:16])=[CH:4][C:3]=1[C:39]1[C:44]([C:45]#[N:46])=[CH:43][C:42]([C:47]([F:49])([F:50])[F:48])=[N:41][CH:40]=1. (4) Given the reactants [O:1]1[C:5]2[CH:6]=[CH:7][C:8]([C:10]3([C:13]([NH:15][C:16]4[CH:21]=[CH:20][C:19]([CH:22]([OH:31])[C:23]5[CH:28]=[CH:27][CH:26]=[CH:25][C:24]=5[O:29][CH3:30])=[CH:18][N:17]=4)=[O:14])[CH2:12][CH2:11]3)=[CH:9][C:4]=2[O:3][CH2:2]1.O[CH2:33][CH2:34][CH2:35]OC1C(C2C=CC=CN=2)(C(N)=O)C1(C1C=CC=CC=1OC)C, predict the reaction product. The product is: [O:1]1[C:5]2[CH:6]=[CH:7][C:8]([C:10]3([C:13]([NH:15][C:16]4[CH:21]=[CH:20][C:19]([CH:22]([C:23]5[CH:28]=[CH:27][CH:26]=[CH:25][C:24]=5[O:29][CH3:30])[O:31][CH2:33][CH2:34][CH3:35])=[CH:18][N:17]=4)=[O:14])[CH2:12][CH2:11]3)=[CH:9][C:4]=2[O:3][CH2:2]1. (5) The product is: [C:1]([C:3]1[CH:8]=[C:7]([CH3:9])[CH:6]=[CH:5][C:4]=1[C:10]1[CH:15]=[C:14]([CH:16]([OH:21])[C:17]([F:18])([F:20])[F:19])[CH:13]=[C:12]([C:22]([OH:24])=[O:23])[CH:11]=1)#[N:2]. Given the reactants [C:1]([C:3]1[CH:8]=[C:7]([CH3:9])[CH:6]=[CH:5][C:4]=1[C:10]1[CH:15]=[C:14]([CH:16]([OH:21])[C:17]([F:20])([F:19])[F:18])[CH:13]=[C:12]([C:22]([O:24]C)=[O:23])[CH:11]=1)#[N:2].[OH-].[Li+].[NH4+].[Cl-].CCOC(C)=O, predict the reaction product. (6) Given the reactants FC(F)(F)C1C=CN=CC=1.[OH:11][CH:12]([C:14]1[N:19]=[C:18]([OH:20])[CH:17]=[C:16]([C:21]([F:24])([F:23])[F:22])[CH:15]=1)C.P(Br)(Br)(Br)=O, predict the reaction product. The product is: [OH:20][C:18]1[N:19]=[C:14]([CH:12]=[O:11])[CH:15]=[C:16]([C:21]([F:24])([F:22])[F:23])[CH:17]=1. (7) Given the reactants [Br:1][C:2]1[CH:3]=[CH:4][C:5]2[O:11][CH2:10][CH:9]([CH2:12][OH:13])[NH:8][C:7](=O)[C:6]=2[CH:15]=1.Cl, predict the reaction product. The product is: [Br:1][C:2]1[CH:3]=[CH:4][C:5]2[O:11][CH2:10][CH:9]([CH2:12][OH:13])[NH:8][CH2:7][C:6]=2[CH:15]=1. (8) Given the reactants [CH:1]1([CH:6]([C:14]2[CH:19]=[CH:18][C:17]([CH2:20][N:21]3[C:29](=[O:30])[C:28]4[C:23](=[CH:24][CH:25]=[CH:26][CH:27]=4)[C:22]3=[O:31])=[CH:16][CH:15]=2)[C:7]([O:9]C(C)(C)C)=[O:8])[CH2:5][CH2:4][CH2:3][CH2:2]1.FC(F)(F)C(O)=O.O, predict the reaction product. The product is: [CH:1]1([CH:6]([C:14]2[CH:19]=[CH:18][C:17]([CH2:20][N:21]3[C:22](=[O:31])[C:23]4[C:28](=[CH:27][CH:26]=[CH:25][CH:24]=4)[C:29]3=[O:30])=[CH:16][CH:15]=2)[C:7]([OH:9])=[O:8])[CH2:2][CH2:3][CH2:4][CH2:5]1. (9) Given the reactants [Cl:1][C:2]1[C:3]([CH2:8][C:9]([O-:11])=O)=[N:4][CH:5]=[CH:6][CH:7]=1.[Na+].[Br:13][C:14]1[C:15]([CH3:21])=[C:16]([CH:18]=[CH:19][CH:20]=1)[NH2:17].CCN(C(C)C)C(C)C.CN(C(ON1N=NC2C=CC=NC1=2)=[N+](C)C)C.F[P-](F)(F)(F)(F)F, predict the reaction product. The product is: [Br:13][C:14]1[C:15]([CH3:21])=[C:16]([NH:17][C:9](=[O:11])[CH2:8][C:3]2[C:2]([Cl:1])=[CH:7][CH:6]=[CH:5][N:4]=2)[CH:18]=[CH:19][CH:20]=1. (10) Given the reactants [C:1]([CH2:3][CH2:4][C@@H:5]1[CH2:9][C@H:8]([C:10]([NH:12][NH:13][C:14]2[N:15]=[C:16]3[CH:22]=[CH:21][N:20]([S:23]([C:26]4[CH:32]=[CH:31][C:29]([CH3:30])=[CH:28][CH:27]=4)(=[O:25])=[O:24])[C:17]3=[N:18][CH:19]=2)=O)[C@H:7]([CH2:33][CH3:34])[CH2:6]1)#[N:2].S(Cl)(Cl)=O.O, predict the reaction product. The product is: [CH2:33]([C@H:7]1[C@@H:8]([C:10]2[N:15]3[C:16]4[CH:22]=[CH:21][N:20]([S:23]([C:26]5[CH:32]=[CH:31][C:29]([CH3:30])=[CH:28][CH:27]=5)(=[O:25])=[O:24])[C:17]=4[N:18]=[CH:19][C:14]3=[N:13][N:12]=2)[CH2:9][C@@H:5]([CH2:4][CH2:3][C:1]#[N:2])[CH2:6]1)[CH3:34].